From a dataset of Full USPTO retrosynthesis dataset with 1.9M reactions from patents (1976-2016). Predict the reactants needed to synthesize the given product. Given the product [C:1]1([CH2:7][CH2:8][C:9]2[CH:10]=[C:11]([C:15]([OH:17])=[O:16])[CH:12]=[N:13][CH:14]=2)[CH:6]=[CH:5][CH:4]=[CH:3][CH:2]=1, predict the reactants needed to synthesize it. The reactants are: [C:1]1([C:7]#[C:8][C:9]2[CH:10]=[C:11]([C:15]([OH:17])=[O:16])[CH:12]=[N:13][CH:14]=2)[CH:6]=[CH:5][CH:4]=[CH:3][CH:2]=1.